This data is from Catalyst prediction with 721,799 reactions and 888 catalyst types from USPTO. The task is: Predict which catalyst facilitates the given reaction. (1) Reactant: [N+:1]([C:4]1[CH:15]=[CH:14][C:7]([CH2:8][C:9]2[NH:13][N:12]=[N:11][N:10]=2)=[CH:6][CH:5]=1)([O-:3])=[O:2].CN(C)C=O.[H-].[Na+].I[CH2:24][CH3:25]. Product: [CH2:24]([N:11]1[N:12]=[N:13][C:9]([CH2:8][C:7]2[CH:14]=[CH:15][C:4]([N+:1]([O-:3])=[O:2])=[CH:5][CH:6]=2)=[N:10]1)[CH3:25]. The catalyst class is: 6. (2) Reactant: [CH2:1]([C@H:8]1[CH2:12][O:11][C:10](=[O:13])[N:9]1[C:14]([C@H:16]([CH2:25][CH2:26][OH:27])[CH2:17][C:18]([O:20][C:21]([CH3:24])([CH3:23])[CH3:22])=[O:19])=[O:15])[C:2]1[CH:7]=[CH:6][CH:5]=[CH:4][CH:3]=1.CN(C=O)C.N1C=CN=C1.[C:38]([Si:42](Cl)([C:49]1[CH:54]=[CH:53][CH:52]=[CH:51][CH:50]=1)[C:43]1[CH:48]=[CH:47][CH:46]=[CH:45][CH:44]=1)([CH3:41])([CH3:40])[CH3:39]. Product: [CH2:1]([C@H:8]1[CH2:12][O:11][C:10](=[O:13])[N:9]1[C:14]([C@H:16]([CH2:25][CH2:26][O:27][Si:42]([C:38]([CH3:41])([CH3:40])[CH3:39])([C:49]1[CH:50]=[CH:51][CH:52]=[CH:53][CH:54]=1)[C:43]1[CH:48]=[CH:47][CH:46]=[CH:45][CH:44]=1)[CH2:17][C:18]([O:20][C:21]([CH3:23])([CH3:22])[CH3:24])=[O:19])=[O:15])[C:2]1[CH:3]=[CH:4][CH:5]=[CH:6][CH:7]=1. The catalyst class is: 93. (3) Reactant: Br[C:2]1[CH:3]=[C:4]([CH:10]=[C:11]([C:13]([N:15]2[CH2:19][CH2:18][CH2:17][CH2:16]2)=[O:14])[CH:12]=1)[C:5]([O:7][CH2:8][CH3:9])=[O:6].[Br:20][C:21]1[CH:26]=[CH:25][C:24](B(O)O)=[CH:23][CH:22]=1.C1(C)C=CC=CC=1.C(=O)([O-])[O-].[Cs+].[Cs+]. Product: [Br:20][C:21]1[CH:26]=[CH:25][C:24]([C:2]2[CH:12]=[C:11]([C:13]([N:15]3[CH2:19][CH2:18][CH2:17][CH2:16]3)=[O:14])[CH:10]=[C:4]([C:5]([O:7][CH2:8][CH3:9])=[O:6])[CH:3]=2)=[CH:23][CH:22]=1. The catalyst class is: 103. (4) Reactant: CC(C[AlH]CC(C)C)C.[NH2:10][C:11]1[N:16]=[C:15]([NH:17][CH2:18][CH2:19][CH2:20][CH3:21])[C:14]([CH2:22][C:23]2[CH:32]=[CH:31][C:26]([C:27](OC)=[O:28])=[CH:25][C:24]=2[O:33][CH3:34])=[C:13]([CH3:35])[N:12]=1.C(O)(C)C.S([O-])([O-])(=O)=O.[Na+].[Na+]. Product: [NH2:10][C:11]1[N:16]=[C:15]([NH:17][CH2:18][CH2:19][CH2:20][CH3:21])[C:14]([CH2:22][C:23]2[CH:32]=[CH:31][C:26]([CH2:27][OH:28])=[CH:25][C:24]=2[O:33][CH3:34])=[C:13]([CH3:35])[N:12]=1. The catalyst class is: 76. (5) Reactant: [CH3:1][O:2][CH2:3][CH2:4][C:5]([OH:7])=O.C(N1C=CN=C1)(N1C=CN=C1)=O.[NH2:20][C:21]1[CH:22]=[C:23]([CH:26]=[CH:27][CH:28]=1)[CH2:24][OH:25]. Product: [OH:25][CH2:24][C:23]1[CH:22]=[C:21]([NH:20][C:5](=[O:7])[CH2:4][CH2:3][O:2][CH3:1])[CH:28]=[CH:27][CH:26]=1. The catalyst class is: 3. (6) Reactant: [Cl:1][C:2]([Cl:25])([Cl:24])[CH2:3][O:4][C:5](=[O:23])[C:6]1[CH:11]=[CH:10][CH:9]=[CH:8][C:7]=1[CH2:12][S:13][C:14]1[CH:19]=[CH:18][C:17]([C:20](O)=[O:21])=[CH:16][CH:15]=1.B.C1COCC1. Product: [Cl:25][C:2]([Cl:1])([Cl:24])[CH2:3][O:4][C:5](=[O:23])[C:6]1[CH:11]=[CH:10][CH:9]=[CH:8][C:7]=1[CH2:12][S:13][C:14]1[CH:19]=[CH:18][C:17]([CH2:20][OH:21])=[CH:16][CH:15]=1. The catalyst class is: 1. (7) Product: [C:17]([C:14]1[C:5]([CH:1]2[CH2:4][CH2:3][CH2:2]2)=[CH:6][C:7]([CH3:16])=[C:8]([CH:13]=1)[C:9]([O:11][CH3:12])=[O:10])#[N:18]. The catalyst class is: 380. Reactant: [CH:1]1([C:5]2[C:14](I)=[CH:13][C:8]([C:9]([O:11][CH3:12])=[O:10])=[C:7]([CH3:16])[CH:6]=2)[CH2:4][CH2:3][CH2:2]1.[CH3:17][N:18](C=O)C. (8) Reactant: B(Br)(Br)Br.[F:5][C:6]1[CH:7]=[C:8]([CH:27]=[CH:28][C:29]=1[F:30])[C:9]([N:11]1[C:19]2[C:14](=[CH:15][C:16]([O:20]C)=[CH:17][CH:18]=2)[C:13]([CH2:22][C:23]([OH:25])=[O:24])=[C:12]1[CH3:26])=[O:10]. Product: [F:5][C:6]1[CH:7]=[C:8]([CH:27]=[CH:28][C:29]=1[F:30])[C:9]([N:11]1[C:19]2[C:14](=[CH:15][C:16]([OH:20])=[CH:17][CH:18]=2)[C:13]([CH2:22][C:23]([OH:25])=[O:24])=[C:12]1[CH3:26])=[O:10]. The catalyst class is: 4.